From a dataset of Reaction yield outcomes from USPTO patents with 853,638 reactions. Predict the reaction yield, written as a fraction of the theoretical maximum amount of product (1.0 means a 100% yield; for example, 0.34 means a 34% yield). (1) The reactants are CC([S@@]([NH:7][C@:8]([C:23]1[CH:28]=[CH:27][C:26]([O:29][CH2:30][CH2:31][CH2:32][CH2:33][CH2:34][C:35]([F:38])([F:37])[F:36])=[CH:25][CH:24]=1)([CH2:13][C:14](=[O:22])[C:15]1[CH:20]=[CH:19][C:18]([CH3:21])=[CH:17][CH:16]=1)[C:9]([F:12])([F:11])[F:10])=O)(C)C.Cl. The catalyst is CO.O1CCOCC1. The product is [NH2:7][C@@:8]([C:23]1[CH:28]=[CH:27][C:26]([O:29][CH2:30][CH2:31][CH2:32][CH2:33][CH2:34][C:35]([F:36])([F:37])[F:38])=[CH:25][CH:24]=1)([C:9]([F:12])([F:11])[F:10])[CH2:13][C:14]([C:15]1[CH:20]=[CH:19][C:18]([CH3:21])=[CH:17][CH:16]=1)=[O:22]. The yield is 0.580. (2) The reactants are [CH3:1][N:2]1[CH2:7][CH2:6][CH:5]([CH2:8][C:9]2[CH:10]=[C:11]([C:15]3[CH:20]=[CH:19][CH:18]=[C:17]([CH2:21][NH2:22])[CH:16]=3)[CH:12]=[CH:13][CH:14]=2)[CH2:4][CH2:3]1.[CH2:23]([N:25]1[C:29]2=[N:30][C:31]([CH2:54][CH3:55])=[C:32]([CH2:41][NH:42][C:43]([C:45]3[CH:46]=[C:47]([CH:51]=[CH:52][CH:53]=3)[C:48](O)=[O:49])=[O:44])[C:33]([NH:34][CH:35]3[CH2:40][CH2:39][O:38][CH2:37][CH2:36]3)=[C:28]2[CH:27]=[N:26]1)[CH3:24].CN(C(ON1N=NC2C=CC=CC1=2)=[N+](C)C)C.F[P-](F)(F)(F)(F)F. The catalyst is C(Cl)Cl. The product is [CH2:23]([N:25]1[C:29]2=[N:30][C:31]([CH2:54][CH3:55])=[C:32]([CH2:41][NH:42][C:43]([C:45]3[CH:53]=[CH:52][CH:51]=[C:47]([C:48]([NH:22][CH2:21][C:17]4[CH:16]=[C:15]([C:11]5[CH:12]=[CH:13][CH:14]=[C:9]([CH2:8][CH:5]6[CH2:6][CH2:7][N:2]([CH3:1])[CH2:3][CH2:4]6)[CH:10]=5)[CH:20]=[CH:19][CH:18]=4)=[O:49])[CH:46]=3)=[O:44])[C:33]([NH:34][CH:35]3[CH2:40][CH2:39][O:38][CH2:37][CH2:36]3)=[C:28]2[CH:27]=[N:26]1)[CH3:24]. The yield is 0.593. (3) The reactants are [Cl:1][C:2]1[CH:3]=[C:4]([C:8]2[N:13]=[C:12]([NH:14][C:15]3[N:20]=[CH:19][C:18]([CH2:21][C:22]([O:24]CC)=O)=[CH:17][CH:16]=3)[CH:11]=[C:10]([CH:27]3[CH2:29][CH2:28]3)[N:9]=2)[CH:5]=[CH:6][CH:7]=1.[NH3:30]. No catalyst specified. The product is [Cl:1][C:2]1[CH:3]=[C:4]([C:8]2[N:13]=[C:12]([NH:14][C:15]3[N:20]=[CH:19][C:18]([CH2:21][C:22]([NH2:30])=[O:24])=[CH:17][CH:16]=3)[CH:11]=[C:10]([CH:27]3[CH2:28][CH2:29]3)[N:9]=2)[CH:5]=[CH:6][CH:7]=1. The yield is 0.450. (4) The reactants are [N-:1]=[N+:2]=[N-:3].[Na+].[CH3:5][O:6][C:7]([C:9]1[CH:10]=[C:11]([C:20]2[CH:25]=[CH:24][C:23]([CH3:26])=[CH:22][CH:21]=2)[CH:12]=[C:13]([C:15](=O)[NH:16][CH2:17][CH3:18])[CH:14]=1)=[O:8].C([O-])([O-])=O.[Na+].[Na+]. The catalyst is C(#N)C. The product is [CH3:5][O:6][C:7]([C:9]1[CH:10]=[C:11]([C:20]2[CH:21]=[CH:22][C:23]([CH3:26])=[CH:24][CH:25]=2)[CH:12]=[C:13]([C:15]2[N:16]([CH2:17][CH3:18])[N:3]=[N:2][N:1]=2)[CH:14]=1)=[O:8]. The yield is 0.890. (5) The reactants are [CH3:1][N:2]1[C:11]2[C:6](=[CH:7][CH:8]=[C:9]([C:12]([F:15])([F:14])[F:13])[CH:10]=2)[C:5]([CH3:16])=[C:4]([C:17]([O:19][CH2:20][CH3:21])=[O:18])[C:3]1=O.COC1C=CC(P2(SP(C3C=CC(OC)=CC=3)(=S)S2)=[S:32])=CC=1.CCOC(C)=O.CCCCCC. The catalyst is C1(C)C=CC=CC=1. The product is [CH3:1][N:2]1[C:11]2[C:6](=[CH:7][CH:8]=[C:9]([C:12]([F:15])([F:14])[F:13])[CH:10]=2)[C:5]([CH3:16])=[C:4]([C:17]([O:19][CH2:20][CH3:21])=[O:18])[C:3]1=[S:32]. The yield is 0.820. (6) The reactants are Br[C:2]1[CH:3]=[N:4][CH:5]=[C:6]([CH:10]=1)[C:7]([OH:9])=[O:8].S([O-])([O-])=O.[Na+].[Na+].[OH-].[NH4+:18]. The catalyst is O.S([O-])([O-])(=O)=O.[Cu+2]. The product is [NH2:18][C:2]1[CH:3]=[N:4][CH:5]=[C:6]([CH:10]=1)[C:7]([OH:9])=[O:8]. The yield is 0.640. (7) The reactants are [O:1]=[C:2]1[C:7]([CH2:8][C:9]2[CH:14]=[CH:13][C:12]([C:15]3[C:16]([C:21]#[N:22])=[CH:17][CH:18]=[CH:19][CH:20]=3)=[CH:11][CH:10]=2)=[C:6]([CH2:23][CH2:24][CH3:25])[N:5]2[N:26]=[CH:27][N:28]=[C:4]2[NH:3]1.[CH2:29]([CH:31]1[CH2:33][O:32]1)[CH3:30].C(=O)([O-])[O-].[K+].[K+].CN(C)C(=O)C. The catalyst is C(OCC)(=O)C. The product is [OH:32][CH:31]([CH2:29][CH3:30])[CH2:33][N:3]1[C:2](=[O:1])[C:7]([CH2:8][C:9]2[CH:10]=[CH:11][C:12]([C:15]3[C:16]([C:21]#[N:22])=[CH:17][CH:18]=[CH:19][CH:20]=3)=[CH:13][CH:14]=2)=[C:6]([CH2:23][CH2:24][CH3:25])[N:5]2[N:26]=[CH:27][N:28]=[C:4]12. The yield is 0.750. (8) The reactants are [Cl:1][C:2]1[CH:3]=[C:4]([NH:9][C:10]2[C:19]3[C:14](=[CH:15][CH:16]=[C:17]([OH:20])[CH:18]=3)[N:13]=[CH:12][N:11]=2)[CH:5]=[CH:6][C:7]=1[F:8].BrC[CH2:23][C:24]([O:26][CH2:27][CH3:28])=[O:25].C([O-])([O-])=O.[K+].[K+]. The catalyst is CN(C=O)C. The product is [Cl:1][C:2]1[CH:3]=[C:4]([NH:9][C:10]2[C:19]3[C:14](=[CH:15][CH:16]=[C:17]([O:20][CH2:23][C:24]([O:26][CH2:27][CH3:28])=[O:25])[CH:18]=3)[N:13]=[CH:12][N:11]=2)[CH:5]=[CH:6][C:7]=1[F:8]. The yield is 0.750. (9) The reactants are [CH2:1]([N:3]([CH2:14][CH3:15])[CH2:4][CH2:5][O:6][C:7]1[CH:12]=[CH:11][C:10]([NH2:13])=[CH:9][CH:8]=1)[CH3:2].[F:16][C:17]1[CH:25]=[C:24]2[C:20]([C:21](=[CH:27]O)[C:22](=[O:26])[NH:23]2)=[CH:19][CH:18]=1. No catalyst specified. The product is [CH2:14]([N:3]([CH2:1][CH3:2])[CH2:4][CH2:5][O:6][C:7]1[CH:8]=[CH:9][C:10]([NH:13][CH:27]=[C:21]2[C:20]3[C:24](=[CH:25][C:17]([F:16])=[CH:18][CH:19]=3)[NH:23][C:22]2=[O:26])=[CH:11][CH:12]=1)[CH3:15]. The yield is 0.390. (10) The reactants are [F:1][CH2:2][CH2:3][CH2:4][OH:5].[H-].[Na+].Cl[C:9]1[N:14]=[C:13]([C:15]2[S:16][C:17]3[CH:23]=[C:22]([O:24][CH3:25])[CH:21]=[CH:20][C:18]=3[CH:19]=2)[CH:12]=[CH:11][N:10]=1. No catalyst specified. The product is [F:1][CH2:2][CH2:3][CH2:4][O:5][C:9]1[N:14]=[C:13]([C:15]2[S:16][C:17]3[CH:23]=[C:22]([O:24][CH3:25])[CH:21]=[CH:20][C:18]=3[CH:19]=2)[CH:12]=[CH:11][N:10]=1. The yield is 0.650.